From a dataset of Full USPTO retrosynthesis dataset with 1.9M reactions from patents (1976-2016). Predict the reactants needed to synthesize the given product. (1) Given the product [CH3:1][O:2][C:3]1[CH:8]=[CH:7][C:6]([CH:9]=[CH2:10])=[CH:5][C:4]=1[NH2:11], predict the reactants needed to synthesize it. The reactants are: [CH3:1][O:2][C:3]1[CH:8]=[CH:7][C:6]([CH:9]=[CH2:10])=[CH:5][C:4]=1[N+:11]([O-])=O.C(O)(=O)C. (2) Given the product [C:1]([N:3]=[C:4]([NH:15][C:16]12[CH2:21][CH2:20][C:19]([C:24]#[N:26])([CH2:18][CH2:17]1)[CH2:22][CH2:23]2)[C:5]([CH3:14])([O:7][C:8]1[CH:13]=[CH:12][CH:11]=[CH:10][CH:9]=1)[CH3:6])#[N:2], predict the reactants needed to synthesize it. The reactants are: [C:1]([N:3]=[C:4]([NH:15][C:16]12[CH2:23][CH2:22][C:19]([C:24]([NH2:26])=O)([CH2:20][CH2:21]1)[CH2:18][CH2:17]2)[C:5]([CH3:14])([O:7][C:8]1[CH:13]=[CH:12][CH:11]=[CH:10][CH:9]=1)[CH3:6])#[N:2].C(N(CC)CC)C.FC(F)(F)C(OC(=O)C(F)(F)F)=O. (3) Given the product [CH2:1]([S:8]([NH:11][C:12]([CH:14]1[CH2:17][N:16]([C:18]2[C:28]([C:29]#[N:30])=[CH:27][C:21]([C:22]([O:24][CH2:25][CH3:26])=[O:23])=[C:20]([CH2:31][O:39][C:35](=[O:38])[CH2:36][OH:37])[N:19]=2)[CH2:15]1)=[O:13])(=[O:10])=[O:9])[C:2]1[CH:7]=[CH:6][CH:5]=[CH:4][CH:3]=1, predict the reactants needed to synthesize it. The reactants are: [CH2:1]([S:8]([NH:11][C:12]([CH:14]1[CH2:17][N:16]([C:18]2[C:28]([C:29]#[N:30])=[CH:27][C:21]([C:22]([O:24][CH2:25][CH3:26])=[O:23])=[C:20]([CH2:31]Cl)[N:19]=2)[CH2:15]1)=[O:13])(=[O:10])=[O:9])[C:2]1[CH:7]=[CH:6][CH:5]=[CH:4][CH:3]=1.[I-].[Na+].[C:35]([O:39]CC)(=[O:38])[CH2:36][OH:37]. (4) Given the product [CH3:1][O:2][C:3](=[O:27])[C:4]1[CH:9]=[C:8]([CH2:10][CH3:11])[CH:7]=[CH:6][C:5]=1[NH:12][C:13]1[N:17]([C:18]2[CH:23]=[CH:22][CH:21]=[CH:20][C:19]=2[CH3:24])[N:16]=[C:15]([CH3:25])[C:14]=1[C:36]1[CH:37]=[C:38]2[C:33](=[CH:34][CH:35]=1)[N:32]=[CH:31][CH:30]=[N:29]2, predict the reactants needed to synthesize it. The reactants are: [CH3:1][O:2][C:3](=[O:27])[C:4]1[CH:9]=[C:8]([CH2:10][CH3:11])[CH:7]=[CH:6][C:5]=1[NH:12][C:13]1[N:17]([C:18]2[CH:23]=[CH:22][CH:21]=[CH:20][C:19]=2[CH3:24])[N:16]=[C:15]([CH3:25])[C:14]=1Br.Cl.[N:29]1[C:38]2[C:33](=[CH:34][C:35](OB(O)O)=[CH:36][CH:37]=2)[N:32]=[CH:31][CH:30]=1.C(=O)([O-])[O-].[Na+].[Na+].O. (5) The reactants are: [Br:1][C:2]1[CH:10]=[CH:9][C:5]([C:6]([OH:8])=[O:7])=[CH:4][C:3]=1[S:11](Cl)(=O)=O. Given the product [Br:1][C:2]1[CH:10]=[CH:9][C:5]([C:6]([OH:8])=[O:7])=[CH:4][C:3]=1[SH:11], predict the reactants needed to synthesize it. (6) Given the product [O:7]([C:9]1[CH:16]=[CH:15][CH:14]=[CH:13][C:10]=1[CH:11]=[O:12])[C:1]1[CH:6]=[CH:5][CH:4]=[CH:3][CH:2]=1, predict the reactants needed to synthesize it. The reactants are: [C:1]1([OH:7])[CH:6]=[CH:5][CH:4]=[CH:3][CH:2]=1.F[C:9]1[CH:16]=[CH:15][CH:14]=[CH:13][C:10]=1[CH:11]=[O:12].C([O-])([O-])=O.[K+].[K+].O. (7) The reactants are: [Cl:1][C:2]1[CH:7]=[CH:6][C:5]([S:8]([NH:11][CH:12]2[CH2:21][CH2:20][C:19]3[C:14](=[CH:15][CH:16]=[CH:17][C:18]=3[CH2:22][CH2:23][CH:24]([OH:29])[C:25]([F:28])([F:27])[F:26])[CH2:13]2)(=[O:10])=[O:9])=[CH:4][CH:3]=1.CC(OI1(OC(C)=O)(OC(C)=O)OC(=O)C2C=CC=CC1=2)=O.FC(O)(F)F. Given the product [Cl:1][C:2]1[CH:3]=[CH:4][C:5]([S:8]([NH:11][CH:12]2[CH2:21][CH2:20][C:19]3[C:14](=[CH:15][CH:16]=[CH:17][C:18]=3[CH2:22][CH2:23][C:24](=[O:29])[C:25]([F:26])([F:27])[F:28])[CH2:13]2)(=[O:10])=[O:9])=[CH:6][CH:7]=1, predict the reactants needed to synthesize it. (8) Given the product [N+:18]([C:14]1[CH:15]=[CH:16][CH:17]=[C:10]([O:6][CH:3]([CH2:4][CH3:5])[CH2:2][CH3:1])[C:11]=1[C:12]#[N:13])([O-:20])=[O:19], predict the reactants needed to synthesize it. The reactants are: [CH3:1][CH2:2][CH:3]([OH:6])[CH2:4][CH3:5].[N+]([C:10]1[CH:17]=[CH:16][CH:15]=[C:14]([N+:18]([O-:20])=[O:19])[C:11]=1[C:12]#[N:13])([O-])=O. (9) Given the product [CH3:1][O:2][C:3]1[CH:4]=[C:5]2[C:10](=[CH:11][C:12]=1[O:13][CH3:14])[N:9]=[CH:8][CH:7]=[C:6]2[O:15][C:16]1[CH:22]=[CH:21][C:19]([NH:20][C:27](=[O:33])[O:26][C:24]2[CH:43]=[CH:42][C:41]([C:35]3[CH:40]=[CH:39][CH:38]=[CH:37][CH:36]=3)=[CH:46][CH:45]=2)=[CH:18][CH:17]=1, predict the reactants needed to synthesize it. The reactants are: [CH3:1][O:2][C:3]1[CH:4]=[C:5]2[C:10](=[CH:11][C:12]=1[O:13][CH3:14])[N:9]=[CH:8][CH:7]=[C:6]2[O:15][C:16]1[CH:22]=[CH:21][C:19]([NH2:20])=[CH:18][CH:17]=1.Cl[C:24](Cl)([O:26][C:27](=[O:33])OC(Cl)(Cl)Cl)Cl.[C:35]1([C:41]2[CH:46]=[CH:45]C(O)=[CH:43][CH:42]=2)[CH:40]=[CH:39][CH:38]=[CH:37][CH:36]=1.C(=O)(O)[O-].[Na+]. (10) Given the product [O-:9][C:3]1[CH:8]=[CH:7][CH:6]=[CH:5][CH:4]=1.[CH3:28][C:13]1[C:14]([CH3:27])=[C:15]([NH:20][CH2:21][CH2:22][CH2:23][CH2:24][CH2:25][OH:26])[C:16]([N+:17]([O-:19])=[O:18])=[C:11]([O:9][C:3]2[CH:8]=[CH:7][CH:6]=[CH:5][CH:4]=2)[N:12]=1, predict the reactants needed to synthesize it. The reactants are: [H-].[Na+].[C:3]1([OH:9])[CH:8]=[CH:7][CH:6]=[CH:5][CH:4]=1.Cl[C:11]1[C:16]([N+:17]([O-:19])=[O:18])=[C:15]([NH:20][CH2:21][CH2:22][CH2:23][CH2:24][CH2:25][OH:26])[C:14]([CH3:27])=[C:13]([CH3:28])[N:12]=1.